Dataset: Catalyst prediction with 721,799 reactions and 888 catalyst types from USPTO. Task: Predict which catalyst facilitates the given reaction. (1) Reactant: [CH3:1][N:2]1[CH2:9][C@H:8]2[N:10]([C:11]([O:13][C:14]([CH3:17])([CH3:16])[CH3:15])=[O:12])[C@H:4]([CH2:5][C:6](=[O:18])[CH2:7]2)[CH2:3]1.[Li+].CC([N-]C(C)C)C.[F:27][C:28]([F:48])([F:47])[S:29](N(C1C=CC(Cl)=CN=1)[S:29]([C:28]([F:48])([F:47])[F:27])(=[O:31])=[O:30])(=[O:31])=[O:30]. Product: [CH3:1][N:2]1[CH2:3][C@H:4]2[N:10]([C:11]([O:13][C:14]([CH3:15])([CH3:17])[CH3:16])=[O:12])[C@H:8]([CH2:7][C:6]([O:18][S:29]([C:28]([F:48])([F:47])[F:27])(=[O:31])=[O:30])=[CH:5]2)[CH2:9]1. The catalyst class is: 7. (2) Reactant: Cl[CH2:2][C:3]1[N:12]=[C:11]([N:13]([C:15]2[CH:20]=[CH:19][C:18]([O:21][CH3:22])=[CH:17][CH:16]=2)[CH3:14])[C:10]2[C:5](=[CH:6][CH:7]=[CH:8][CH:9]=2)[N:4]=1.[NH:23]1[CH2:27][CH2:26][CH2:25][C:24]1=[O:28].C([Li])CCC.COC1C=CC(CNC2C3C(=CC=CC=3)N=C(CN3CCCCC3=O)N=2)=CC=1. Product: [CH3:22][O:21][C:18]1[CH:19]=[CH:20][C:15]([N:13]([CH3:14])[C:11]2[C:10]3[C:5](=[CH:6][CH:7]=[CH:8][CH:9]=3)[N:4]=[C:3]([CH2:2][N:23]3[CH2:27][CH2:26][CH2:25][C:24]3=[O:28])[N:12]=2)=[CH:16][CH:17]=1. The catalyst class is: 1. (3) Reactant: [C:1]1(=[O:11])[C:9]2[C:4](=[CH:5][CH:6]=[CH:7][CH:8]=2)[C:3](=[O:10])O1.[CH2:12]1[CH:17]([NH2:18])[CH2:16][CH2:15][CH:14]([OH:19])[CH2:13]1.O. Product: [CH2:16]1[CH:17]([N:18]2[C:3](=[O:10])[C:4]3[C:9](=[CH:8][CH:7]=[CH:6][CH:5]=3)[C:1]2=[O:11])[CH2:12][CH2:13][CH:14]([OH:19])[CH2:15]1. The catalyst class is: 588.